Dataset: Forward reaction prediction with 1.9M reactions from USPTO patents (1976-2016). Task: Predict the product of the given reaction. (1) Given the reactants [F:1][C:2]1[CH:7]=[CH:6][C:5]([F:8])=[CH:4][C:3]=1[C@@H:9]1[N:13]([C:14]2[CH:19]=[CH:18][N:17]3[N:20]=[CH:21][C:22]([C:23]([OH:25])=O)=[C:16]3[N:15]=2)[C:12]([CH3:27])([CH3:26])[CH2:11][CH2:10]1.[CH:28]1([NH2:31])[CH2:30][CH2:29]1, predict the reaction product. The product is: [CH:28]1([NH:31][C:23]([C:22]2[CH:21]=[N:20][N:17]3[CH:18]=[CH:19][C:14]([N:13]4[C@@H:9]([C:3]5[CH:4]=[C:5]([F:8])[CH:6]=[CH:7][C:2]=5[F:1])[CH2:10][CH2:11][C:12]4([CH3:27])[CH3:26])=[N:15][C:16]=23)=[O:25])[CH2:30][CH2:29]1. (2) Given the reactants Br[C:2]1[CH:10]=[CH:9][C:8]([C:11]([NH2:13])=[O:12])=[C:7]2[C:3]=1[CH:4]=[CH:5][NH:6]2.CC1(C)C(C)(C)OB([C:22]2[CH2:23][N:24]([C:28]([O:30][C:31]([CH3:34])([CH3:33])[CH3:32])=[O:29])[CH2:25][CH2:26][CH:27]=2)O1.C(=O)([O-])[O-].[Na+].[Na+].C1COCC1, predict the reaction product. The product is: [C:11]([C:8]1[CH:9]=[CH:10][C:2]([C:22]2[CH2:23][N:24]([C:28]([O:30][C:31]([CH3:34])([CH3:33])[CH3:32])=[O:29])[CH2:25][CH2:26][CH:27]=2)=[C:3]2[C:7]=1[NH:6][CH:5]=[CH:4]2)(=[O:12])[NH2:13]. (3) Given the reactants [CH2:1]1[C:10]2[C:5](=[CH:6][CH:7]=[CH:8][CH:9]=2)[CH2:4][CH2:3][NH:2]1.[C:11](OC(=O)C)(=[O:13])[CH3:12], predict the reaction product. The product is: [CH2:1]1[C:10]2[C:5](=[CH:6][CH:7]=[CH:8][CH:9]=2)[CH2:4][CH2:3][N:2]1[C:11](=[O:13])[CH3:12]. (4) Given the reactants [C:1]1([CH3:8])[C:6]([OH:7])=[CH:5][CH:4]=[CH:3][CH:2]=1.[H-].[Na+].[CH2:11](Br)[CH:12]=[CH2:13], predict the reaction product. The product is: [CH2:13]([O:7][CH2:6][CH:1]=[CH2:8])[CH:12]=[CH2:11].[C:1]1([CH3:8])[C:6]([OH:7])=[CH:5][CH:4]=[CH:3][CH:2]=1. (5) Given the reactants C([O-])(O)=O.[Na+].[CH3:18][C:17]([O:16][C:14](O[C:14]([O:16][C:17]([CH3:20])([CH3:19])[CH3:18])=[O:15])=[O:15])([CH3:20])[CH3:19].[Br:21][C:22]1[CH:23]=[C:24]2[C:35]3([CH2:40][CH2:39][S:38][C:37]([NH2:41])=[N:36]3)[C:34]3[C:29](=[CH:30][CH:31]=[C:32]([I:42])[CH:33]=3)[O:28][C:25]2=[N:26][CH:27]=1, predict the reaction product. The product is: [Br:21][C:22]1[CH:23]=[C:24]2[C:35]3([CH2:40][CH2:39][S:38][C:37]([NH:41][C:14](=[O:15])[O:16][C:17]([CH3:18])([CH3:19])[CH3:20])=[N:36]3)[C:34]3[C:29](=[CH:30][CH:31]=[C:32]([I:42])[CH:33]=3)[O:28][C:25]2=[N:26][CH:27]=1. (6) Given the reactants [OH:1][C:2]1[CH:3]=[C:4]([CH2:8][NH:9][C:10](=[O:18])[C:11]2[CH:16]=[CH:15][CH:14]=[N:13][C:12]=2[NH2:17])[CH:5]=[CH:6][CH:7]=1.[CH3:19][O:20][C:21]1[CH:22]=[C:23]([CH2:27]Cl)[CH:24]=[CH:25][CH:26]=1.C(=O)([O-])[O-].[Cs+].[Cs+].CN(C=O)C, predict the reaction product. The product is: [CH3:19][O:20][C:21]1[CH:22]=[C:23]([CH:24]=[CH:25][CH:26]=1)[CH2:27][O:1][C:2]1[CH:3]=[C:4]([CH2:8][NH:9][C:10](=[O:18])[C:11]2[CH:16]=[CH:15][CH:14]=[N:13][C:12]=2[NH2:17])[CH:5]=[CH:6][CH:7]=1. (7) Given the reactants C([O:9][CH2:10][C@@H:11]1[C@@H:15]([O:16]C(=O)C2C=CC=CC=2)[C@:14]([F:26])([CH3:25])[C@H:13]([N:27]2[C:31]3[N:32]=[CH:33][N:34]=[C:35](Cl)[C:30]=3[C:29]([Br:37])=[CH:28]2)[O:12]1)(=O)C1C=CC=CC=1.C([O:46][CH2:47][C@@H:48]1[C@@H:52]([O:53]C(=O)C2C=CC=CC=2)[C@:51]([F:63])([CH3:62])[C@@H:50]([N:64]2[C:68]3[N:69]=[CH:70][N:71]=[C:72](Cl)[C:67]=3[C:66]([Br:74])=[CH:65]2)[O:49]1)(=O)C1C=CC=CC=1.[NH3:75], predict the reaction product. The product is: [NH2:64][C:35]1[C:30]2[C:29]([Br:37])=[CH:28][N:27]([C@H:13]3[O:12][C@H:11]([CH2:10][OH:9])[C@@H:15]([OH:16])[C@:14]3([F:26])[CH3:25])[C:31]=2[N:32]=[CH:33][N:34]=1.[NH2:75][C:72]1[C:67]2[C:66]([Br:74])=[CH:65][N:64]([C@@H:50]3[O:49][C@H:48]([CH2:47][OH:46])[C@@H:52]([OH:53])[C@:51]3([F:63])[CH3:62])[C:68]=2[N:69]=[CH:70][N:71]=1.